This data is from NCI-60 drug combinations with 297,098 pairs across 59 cell lines. The task is: Regression. Given two drug SMILES strings and cell line genomic features, predict the synergy score measuring deviation from expected non-interaction effect. Drug 1: CC1C(C(CC(O1)OC2CC(CC3=C2C(=C4C(=C3O)C(=O)C5=C(C4=O)C(=CC=C5)OC)O)(C(=O)C)O)N)O.Cl. Drug 2: C1=CC=C(C(=C1)C(C2=CC=C(C=C2)Cl)C(Cl)Cl)Cl. Cell line: HS 578T. Synergy scores: CSS=11.1, Synergy_ZIP=-3.28, Synergy_Bliss=3.11, Synergy_Loewe=-8.63, Synergy_HSA=2.22.